From a dataset of Catalyst prediction with 721,799 reactions and 888 catalyst types from USPTO. Predict which catalyst facilitates the given reaction. (1) Reactant: C(=O)([O-])[O-].[K+].[K+].Br.BrC[CH2:10][CH2:11][N:12]1[CH2:17][CH2:16][CH2:15][CH2:14][CH2:13]1.CN(C=O)C.[C:23]1([C:29]2[S:34][C:33]3[CH:35]=[CH:36][CH:37]=[CH:38][C:32]=3[O:31][C:30]=2[C:39]2[CH:44]=[CH:43][C:42]([OH:45])=[CH:41][CH:40]=2)[CH:28]=[CH:27][CH:26]=[CH:25][CH:24]=1. Product: [C:23]1([C:29]2[S:34][C:33]3[CH:35]=[CH:36][CH:37]=[CH:38][C:32]=3[O:31][C:30]=2[C:39]2[CH:40]=[CH:41][C:42]([O:45][CH2:15][CH2:16][CH2:17][N:12]3[CH2:11][CH2:10][CH2:14][CH2:13]3)=[CH:43][CH:44]=2)[CH:24]=[CH:25][CH:26]=[CH:27][CH:28]=1. The catalyst class is: 13. (2) Reactant: C(=O)(OC(C)(C)C)OC/C=[C:5](/[CH2:7][CH2:8]/[CH:9]=[C:10](\[CH2:12][CH2:13][CH:14]=[C:15]([CH3:17])C)/C)\C. Product: [CH2:5]1[C@@H:7]2[C@@H:13]([CH2:12][CH2:10][CH2:9][CH2:8]2)[CH2:14][CH2:15][CH2:17]1. The catalyst class is: 463. (3) Product: [F:63][C:46]([F:45])([S:59]([O-:62])(=[O:60])=[O:61])[CH:47]([O:52][C:53](=[O:58])[C:54]([CH3:56])([CH3:57])[CH3:55])[C:48]([F:49])([F:51])[F:50].[CH2:6]([N+:10]1[C:18]2[C:13]3[C:14](=[CH:19][CH:20]=[CH:21][C:12]=3[C:11]=1[CH:22]=[CH:23][CH:24]=[CH:25][CH:26]=[CH:27][CH:28]=[C:29]1[C:37]3[CH:38]=[CH:39][CH:40]=[C:35]4[C:36]=3[C:31](=[CH:32][CH:33]=[CH:34]4)[N:30]1[CH2:41][CH2:42][CH2:43][CH3:44])[CH:15]=[CH:16][CH:17]=2)[CH2:7][CH2:8][CH3:9]. Reactant: Cl([O-])(=O)(=O)=O.[CH2:6]([N+:10]1[C:18]2[C:13]3[C:14](=[CH:19][CH:20]=[CH:21][C:12]=3[C:11]=1[CH:22]=[CH:23][CH:24]=[CH:25][CH:26]=[CH:27][CH:28]=[C:29]1[C:37]3[CH:38]=[CH:39][CH:40]=[C:35]4[C:36]=3[C:31](=[CH:32][CH:33]=[CH:34]4)[N:30]1[CH2:41][CH2:42][CH2:43][CH3:44])[CH:15]=[CH:16][CH:17]=2)[CH2:7][CH2:8][CH3:9].[F:45][C:46]([F:63])([S:59]([O-:62])(=[O:61])=[O:60])[CH:47]([O:52][C:53](=[O:58])[C:54]([CH3:57])([CH3:56])[CH3:55])[C:48]([F:51])([F:50])[F:49].[Na+].O. The catalyst class is: 2. (4) Reactant: [Br:1][C:2]1[C:10]2[C:5](=[CH:6][CH:7]=[C:8]([C:11]([O:13]CC)=[O:12])[CH:9]=2)[N:4]([C:16]([C:29]2[CH:34]=[CH:33][CH:32]=[CH:31][CH:30]=2)([C:23]2[CH:28]=[CH:27][CH:26]=[CH:25][CH:24]=2)[C:17]2[CH:22]=[CH:21][CH:20]=[CH:19][CH:18]=2)[N:3]=1.[Li+].[OH-].Cl. Product: [Br:1][C:2]1[C:10]2[C:5](=[CH:6][CH:7]=[C:8]([C:11]([OH:13])=[O:12])[CH:9]=2)[N:4]([C:16]([C:17]2[CH:22]=[CH:21][CH:20]=[CH:19][CH:18]=2)([C:23]2[CH:24]=[CH:25][CH:26]=[CH:27][CH:28]=2)[C:29]2[CH:34]=[CH:33][CH:32]=[CH:31][CH:30]=2)[N:3]=1. The catalyst class is: 1.